Dataset: Forward reaction prediction with 1.9M reactions from USPTO patents (1976-2016). Task: Predict the product of the given reaction. (1) Given the reactants [C:1]1([C:11]2[N:15]3[CH:16]=[CH:17][CH:18]=[CH:19][C:14]3=[CH:13][N:12]=2)[C:10]2[C:5](=[CH:6][CH:7]=[CH:8][CH:9]=2)[CH:4]=[CH:3][CH:2]=1.[F:20][C:21]([F:32])([F:31])[C:22](O[C:22](=[O:23])[C:21]([F:32])([F:31])[F:20])=[O:23].O, predict the reaction product. The product is: [F:20][C:21]([F:32])([F:31])[C:22]([C:13]1[N:12]=[C:11]([C:1]2[C:10]3[C:5](=[CH:6][CH:7]=[CH:8][CH:9]=3)[CH:4]=[CH:3][CH:2]=2)[N:15]2[CH:16]=[CH:17][CH:18]=[CH:19][C:14]=12)=[O:23]. (2) The product is: [N:14]1[C:23]2[C:18](=[CH:19][CH:20]=[CH:21][CH:22]=2)[CH:17]=[CH:16][C:15]=1/[CH:24]=[CH:5]/[C:3]([O:2][CH3:1])=[O:4]. Given the reactants [CH3:1][O:2][C:3]([CH2:5]P(OC)(OC)=O)=[O:4].[H-].[Na+].[N:14]1[C:23]2[C:18](=[CH:19][CH:20]=[CH:21][CH:22]=2)[CH:17]=[CH:16][C:15]=1[CH:24]=O, predict the reaction product.